Dataset: Forward reaction prediction with 1.9M reactions from USPTO patents (1976-2016). Task: Predict the product of the given reaction. (1) The product is: [CH2:21]1[C:20]2[CH:33]=[CH:34][C:17]([C:14]3[CH2:15][CH2:16][N:11]([C:9]([O:8][CH2:7][C:1]4[CH:2]=[CH:3][CH:4]=[CH:5][CH:6]=4)=[O:10])[CH2:12][CH:13]=3)=[CH:18][C:19]=2[CH2:25][CH2:24][NH:23][CH2:22]1. Given the reactants [C:1]1([CH2:7][O:8][C:9]([N:11]2[CH2:16][CH:15]=[C:14]([C:17]3[CH:34]=[CH:33][C:20]4[CH2:21][CH2:22][N:23](C(OC(C)(C)C)=O)[CH2:24][CH2:25][C:19]=4[CH:18]=3)[CH2:13][CH2:12]2)=[O:10])[CH:6]=[CH:5][CH:4]=[CH:3][CH:2]=1.FC(F)(F)C(O)=O, predict the reaction product. (2) Given the reactants [C:1]([N:4]1[C:13]2[C:8](=[CH:9][C:10]([C:14](Cl)=[O:15])=[CH:11][CH:12]=2)[CH:7]([NH:17][C:18]2[CH:23]=[CH:22][CH:21]=[C:20]([CH3:24])[N:19]=2)[CH:6]([CH3:25])[CH:5]1[CH:26]1[CH2:28][CH2:27]1)(=[O:3])[CH3:2].CN.C1COCC1.C[CH2:37][N:38](C(C)C)C(C)C, predict the reaction product. The product is: [C:1]([N:4]1[C:13]2[C:8](=[CH:9][C:10]([C:14]([NH:38][CH3:37])=[O:15])=[CH:11][CH:12]=2)[CH:7]([NH:17][C:18]2[CH:23]=[CH:22][CH:21]=[C:20]([CH3:24])[N:19]=2)[CH:6]([CH3:25])[CH:5]1[CH:26]1[CH2:28][CH2:27]1)(=[O:3])[CH3:2]. (3) Given the reactants [NH2:1][C:2]1[CH:7]=[CH:6][C:5]([S:8]([NH:11][C:12]2[S:13][C:14]([C:17]([CH3:20])([CH3:19])[CH3:18])=[N:15][N:16]=2)(=[O:10])=[O:9])=[CH:4][CH:3]=1.[C:21](Cl)(=[O:31])[CH2:22][CH2:23][CH2:24][CH2:25][CH2:26][CH2:27][CH2:28][CH2:29][CH3:30].Cl, predict the reaction product. The product is: [C:17]([C:14]1[S:13][C:12]([NH:11][S:8]([C:5]2[CH:6]=[CH:7][C:2]([NH:1][C:21](=[O:31])[CH2:22][CH2:23][CH2:24][CH2:25][CH2:26][CH2:27][CH2:28][CH2:29][CH3:30])=[CH:3][CH:4]=2)(=[O:10])=[O:9])=[N:16][N:15]=1)([CH3:20])([CH3:19])[CH3:18]. (4) Given the reactants [C:18]1(P([C:14]2[CH:19]=[CH:18][CH:17]=CC=2)[C:18]2[CH:17]=CC=[CH:14][CH:19]=2)[CH:17]=CC=[CH:14][CH:19]=1.[OH-].[Ca+2].[OH-].[OH:23][CH2:24][CH2:25][O:26][CH2:27][N:28]1C=C(I)[C:32](=[O:33])[NH:31][C:29]1=[O:30].C(OC=C)(=O)C, predict the reaction product. The product is: [OH:23][CH2:24][CH2:25][O:26][CH2:27][N:28]1[CH:17]=[C:18]([CH:19]=[CH2:14])[C:32](=[O:33])[NH:31][C:29]1=[O:30]. (5) Given the reactants OC(C(F)(F)F)=O.[Cl:8][C:9]1[CH:10]=[C:11]([CH:25]=[CH:26][C:27]=1[Cl:28])[CH2:12][N:13]1[C:22]2[C:17](=[CH:18][CH:19]=[CH:20][CH:21]=2)[CH2:16][CH:15]([NH:23][CH3:24])[CH2:14]1.Cl[C:30]1[N:35]=[C:34]([NH2:36])[N:33]=[C:32]2[NH:37][N:38]=[CH:39][C:31]=12.C(N(C(C)C)CC)(C)C, predict the reaction product. The product is: [Cl:8][C:9]1[CH:10]=[C:11]([CH:25]=[CH:26][C:27]=1[Cl:28])[CH2:12][N:13]1[C:22]2[C:17](=[CH:18][CH:19]=[CH:20][CH:21]=2)[CH2:16][CH:15]([N:23]([CH3:24])[C:30]2[N:35]=[C:34]([NH2:36])[N:33]=[C:32]3[NH:37][N:38]=[CH:39][C:31]=23)[CH2:14]1.